Predict the reactants needed to synthesize the given product. From a dataset of Full USPTO retrosynthesis dataset with 1.9M reactions from patents (1976-2016). (1) Given the product [OH:39][C@H:36]1[CH2:37][CH2:38][N:34]([C:27]([C:26]2[CH:25]=[CH:24][C:23]([C:20]3[CH:21]=[N:22][C:17]([O:16][CH2:15][CH:12]4[CH2:11][CH2:10][N:9]([CH2:8][C:3]5([C:2]([F:33])([F:1])[F:32])[CH2:4][CH2:5][CH2:6][CH2:7]5)[CH2:14][CH2:13]4)=[CH:18][CH:19]=3)=[CH:31][CH:30]=2)=[O:29])[CH2:35]1, predict the reactants needed to synthesize it. The reactants are: [F:1][C:2]([F:33])([F:32])[C:3]1([CH2:8][N:9]2[CH2:14][CH2:13][CH:12]([CH2:15][O:16][C:17]3[N:22]=[CH:21][C:20]([C:23]4[CH:31]=[CH:30][C:26]([C:27]([OH:29])=O)=[CH:25][CH:24]=4)=[CH:19][CH:18]=3)[CH2:11][CH2:10]2)[CH2:7][CH2:6][CH2:5][CH2:4]1.[NH:34]1[CH2:38][CH2:37][C@H:36]([OH:39])[CH2:35]1.C(Cl)CCl.C1C=CC2N(O)N=NC=2C=1.CCN(C(C)C)C(C)C. (2) Given the product [F:1][C:2]1[CH:30]=[C:29]([N+:31]([O-:33])=[O:32])[CH:28]=[CH:27][C:3]=1[O:4][C:5]1[CH:10]=[CH:9][N:8]=[C:7]2[CH:11]=[C:12]([C:14]3[CH2:19][CH2:18][NH:17][CH2:16][CH:15]=3)[S:13][C:6]=12, predict the reactants needed to synthesize it. The reactants are: [F:1][C:2]1[CH:30]=[C:29]([N+:31]([O-:33])=[O:32])[CH:28]=[CH:27][C:3]=1[O:4][C:5]1[CH:10]=[CH:9][N:8]=[C:7]2[CH:11]=[C:12]([C:14]3[CH2:19][CH2:18][N:17](C(OC(C)(C)C)=O)[CH2:16][CH:15]=3)[S:13][C:6]=12. (3) Given the product [C:1]([O:5][C@@H:6]([C:12]1[C:13]([CH3:44])=[N:14][C:15]2[N:16]([N:27]=[C:28]([C:30]3[S:54][C:33]([CH2:34][C:35]4[CH:40]=[CH:39][C:38]([F:41])=[CH:37][CH:36]=4)=[CH:32][N:31]=3)[CH:29]=2)[C:17]=1[N:18]1[CH2:23][CH2:22][C:21]([O:25][CH3:26])([CH3:24])[CH2:20][CH2:19]1)[C:7]([OH:9])=[O:8])([CH3:4])([CH3:3])[CH3:2], predict the reactants needed to synthesize it. The reactants are: [C:1]([O:5][C@@H:6]([C:12]1[C:13]([CH3:44])=[N:14][C:15]2[N:16]([N:27]=[C:28]([C:30](=O)[NH:31][CH2:32][C:33](=O)[CH2:34][C:35]3[CH:40]=[CH:39][C:38]([F:41])=[CH:37][CH:36]=3)[CH:29]=2)[C:17]=1[N:18]1[CH2:23][CH2:22][C:21]([O:25][CH3:26])([CH3:24])[CH2:20][CH2:19]1)[C:7]([O:9]CC)=[O:8])([CH3:4])([CH3:3])[CH3:2].COC1C=CC(P2(SP(C3C=CC(OC)=CC=3)(=S)S2)=[S:54])=CC=1. (4) Given the product [CH2:1]([N:8]([C:9]([O:11][C:12]([CH3:13])([CH3:14])[CH3:15])=[O:10])[CH:16]1[CH2:22][CH2:21][CH2:20][C:19]2[CH:23]=[CH:24][C:25]([C:32]3[CH:37]=[CH:36][CH:35]=[CH:34][CH:33]=3)=[CH:26][C:18]=2[CH2:17]1)[C:2]1[CH:3]=[CH:4][CH:41]=[CH:6][CH:7]=1, predict the reactants needed to synthesize it. The reactants are: [CH2:1]([N:8]([CH:16]1[CH2:22][CH2:21][CH2:20][C:19]2[CH:23]=[CH:24][C:25](OC(F)(F)F)=[CH:26][C:18]=2[CH2:17]1)[C:9]([O:11][C:12]([CH3:15])([CH3:14])[CH3:13])=[O:10])[C:2]1[CH:7]=[CH:6]C=[CH:4][CH:3]=1.[C:32]1(B(O)O)[CH:37]=[CH:36][CH:35]=[CH:34][CH:33]=1.[C:41](=O)([O-])[O-].[Na+].[Na+]. (5) Given the product [N:6]([C:7]1[CH:12]=[CH:11][C:10]([NH:13][C:14]([NH:16][O:17][CH3:18])=[O:15])=[CH:9][CH:8]=1)=[C:1]=[S:2], predict the reactants needed to synthesize it. The reactants are: [C:1](Cl)(Cl)=[S:2].Cl.[NH2:6][C:7]1[CH:12]=[CH:11][C:10]([NH:13][C:14]([NH:16][O:17][CH3:18])=[O:15])=[CH:9][CH:8]=1.C(N(CC)CC)C.O. (6) Given the product [C:2]([O:5][C:6](=[O:7])[NH:8][C@H:9]1[CH2:10][CH2:11][CH2:12][C@@H:13]1[O:14][C:26]1[CH:31]=[C:30]([F:32])[CH:29]=[CH:28][C:27]=1[N+:33]([O-:35])=[O:34])([CH3:1])([CH3:3])[CH3:4], predict the reactants needed to synthesize it. The reactants are: [CH3:1][C:2]([O:5][C:6]([NH:8][C@@H:9]1[C@@H:13]([OH:14])[CH2:12][CH2:11][CH2:10]1)=[O:7])([CH3:4])[CH3:3].[Li+].C[Si]([N-][Si](C)(C)C)(C)C.F[C:26]1[CH:31]=[C:30]([F:32])[CH:29]=[CH:28][C:27]=1[N+:33]([O-:35])=[O:34]. (7) Given the product [CH:35]1([C:31]2[CH:30]=[C:29]([C:25]3[CH:24]=[C:23]([C:21]4[CH2:20][C:19](=[O:38])[NH:18][C:9]5[CH:10]=[C:11]([C:14]([F:15])([F:17])[F:16])[CH:12]=[CH:13][C:8]=5[N:7]=4)[CH:28]=[CH:27][CH:26]=3)[CH:34]=[CH:33][N:32]=2)[CH2:36][CH2:37]1, predict the reactants needed to synthesize it. The reactants are: C(OC(=O)[NH:7][C:8]1[CH:13]=[CH:12][C:11]([C:14]([F:17])([F:16])[F:15])=[CH:10][C:9]=1[NH:18][C:19](=[O:38])[CH2:20][C:21]([C:23]1[CH:28]=[CH:27][CH:26]=[C:25]([C:29]2[CH:34]=[CH:33][N:32]=[C:31]([CH:35]3[CH2:37][CH2:36]3)[CH:30]=2)[CH:24]=1)=O)(C)(C)C.C(O)(C(F)(F)F)=O. (8) Given the product [C:52]([O:56][C:57]([NH:58][CH2:59][CH2:60][CH2:61][NH:62][CH2:29][C:27]1[CH:26]=[N:25][N:24]([CH2:23][C@@H:19]2[C@H:18]([NH:17][C:15](=[O:16])/[C:14](=[N:31]\[O:32][C:33]3([C:36]([O:38][CH:39]([C:46]4[CH:47]=[CH:48][CH:49]=[CH:50][CH:51]=4)[C:40]4[CH:45]=[CH:44][CH:43]=[CH:42][CH:41]=4)=[O:37])[CH2:34][CH2:35]3)/[C:12]3[N:13]=[C:9]([NH:8][C:6]([O:5][C:1]([CH3:4])([CH3:2])[CH3:3])=[O:7])[S:10][CH:11]=3)[C:21](=[O:22])[NH:20]2)[N:28]=1)=[O:63])([CH3:55])([CH3:53])[CH3:54], predict the reactants needed to synthesize it. The reactants are: [C:1]([O:5][C:6]([NH:8][C:9]1[S:10][CH:11]=[C:12](/[C:14](=[N:31]/[O:32][C:33]2([C:36]([O:38][CH:39]([C:46]3[CH:51]=[CH:50][CH:49]=[CH:48][CH:47]=3)[C:40]3[CH:45]=[CH:44][CH:43]=[CH:42][CH:41]=3)=[O:37])[CH2:35][CH2:34]2)/[C:15]([NH:17][C@@H:18]2[C:21](=[O:22])[NH:20][C@@H:19]2[CH2:23][N:24]2[N:28]=[C:27]([CH:29]=O)[CH:26]=[N:25]2)=[O:16])[N:13]=1)=[O:7])([CH3:4])([CH3:3])[CH3:2].[C:52]([O:56][C:57](=[O:63])[NH:58][CH2:59][CH2:60][CH2:61][NH2:62])([CH3:55])([CH3:54])[CH3:53].[Na]. (9) The reactants are: [CH:1]1([C:4]2[C:5]([O:13][CH2:14][C:15]([F:18])([F:17])[F:16])=[CH:6][C:7]([C:10]([OH:12])=O)=[N:8][CH:9]=2)[CH2:3][CH2:2]1.[NH2:19][C:20]([C:27]1[N:31]=[C:30]([CH3:32])[O:29][N:28]=1)([CH3:26])[C:21]([O:23][CH2:24][CH3:25])=[O:22]. Given the product [CH:1]1([C:4]2[C:5]([O:13][CH2:14][C:15]([F:18])([F:17])[F:16])=[CH:6][C:7]([C:10]([NH:19][C:20]([C:27]3[N:31]=[C:30]([CH3:32])[O:29][N:28]=3)([CH3:26])[C:21]([O:23][CH2:24][CH3:25])=[O:22])=[O:12])=[N:8][CH:9]=2)[CH2:2][CH2:3]1, predict the reactants needed to synthesize it. (10) Given the product [F:20][C:21]([F:32])([F:31])[C:22]([N:11]1[CH2:12][CH2:13][N:8]([C:6]([O:5][C:1]([CH3:4])([CH3:2])[CH3:3])=[O:7])[CH2:9][CH2:10]1)=[O:23], predict the reactants needed to synthesize it. The reactants are: [C:1]([O:5][C:6]([N:8]1[CH2:13][CH2:12][NH:11][CH2:10][CH2:9]1)=[O:7])([CH3:4])([CH3:3])[CH3:2].N1C=CC=CC=1.[F:20][C:21]([F:32])([F:31])[C:22](O[C:22](=[O:23])[C:21]([F:32])([F:31])[F:20])=[O:23].